Regression. Given two drug SMILES strings and cell line genomic features, predict the synergy score measuring deviation from expected non-interaction effect. From a dataset of NCI-60 drug combinations with 297,098 pairs across 59 cell lines. (1) Drug 1: CC1=C(C=C(C=C1)NC2=NC=CC(=N2)N(C)C3=CC4=NN(C(=C4C=C3)C)C)S(=O)(=O)N.Cl. Drug 2: CN(C)N=NC1=C(NC=N1)C(=O)N. Cell line: SR. Synergy scores: CSS=-4.64, Synergy_ZIP=-2.56, Synergy_Bliss=-6.92, Synergy_Loewe=-6.35, Synergy_HSA=-5.29. (2) Drug 1: CN1CCC(CC1)COC2=C(C=C3C(=C2)N=CN=C3NC4=C(C=C(C=C4)Br)F)OC. Drug 2: CC1=C(C(CCC1)(C)C)C=CC(=CC=CC(=CC(=O)O)C)C. Cell line: TK-10. Synergy scores: CSS=16.8, Synergy_ZIP=-8.75, Synergy_Bliss=-2.84, Synergy_Loewe=-17.6, Synergy_HSA=-2.88.